Predict the reactants needed to synthesize the given product. From a dataset of Full USPTO retrosynthesis dataset with 1.9M reactions from patents (1976-2016). (1) Given the product [Cl:1][C:2]1[CH:3]=[N:4][C:5]2[N:6]([N:8]=[C:9]([C:11]([N:23]3[CH2:24][CH:25]=[C:20]([C:16]4[N:15]([CH3:14])[CH:19]=[CH:18][CH:17]=4)[CH2:21][CH2:22]3)=[O:13])[CH:10]=2)[CH:7]=1, predict the reactants needed to synthesize it. The reactants are: [Cl:1][C:2]1[CH:3]=[N:4][C:5]2[N:6]([N:8]=[C:9]([C:11]([OH:13])=O)[CH:10]=2)[CH:7]=1.[CH3:14][N:15]1[CH:19]=[CH:18][CH:17]=[C:16]1[C:20]1[CH2:21][CH2:22][NH:23][CH2:24][CH:25]=1. (2) Given the product [Cl:1][C:2]1[CH:3]=[C:4]([C:10]2[CH:15]=[CH:14][C:13]([C:16]([OH:25])([C:21]([F:24])([F:23])[F:22])[C:17]([F:20])([F:19])[F:18])=[CH:12][CH:11]=2)[CH:5]=[CH:6][C:7]=1[CH2:8][N:36]1[CH2:37][CH2:38][N:33]([CH2:32][C:29]2[CH:28]=[CH:27][N:26]=[CH:31][CH:30]=2)[CH2:34][CH2:35]1, predict the reactants needed to synthesize it. The reactants are: [Cl:1][C:2]1[CH:3]=[C:4]([C:10]2[CH:15]=[CH:14][C:13]([C:16]([OH:25])([C:21]([F:24])([F:23])[F:22])[C:17]([F:20])([F:19])[F:18])=[CH:12][CH:11]=2)[CH:5]=[CH:6][C:7]=1[CH:8]=O.[N:26]1[CH:31]=[CH:30][C:29]([CH2:32][N:33]2[CH2:38][CH2:37][NH:36][CH2:35][CH2:34]2)=[CH:28][CH:27]=1.C(=O)C1C=CN=CC=1.